From a dataset of Forward reaction prediction with 1.9M reactions from USPTO patents (1976-2016). Predict the product of the given reaction. Given the reactants [Br:1][C:2]1[CH:3]=[C:4]([OH:8])[CH:5]=[N:6][CH:7]=1.O.C(=O)([O-])[O-].[Na+].[Na+].[I:16]I.Cl, predict the reaction product. The product is: [Br:1][C:2]1[CH:3]=[C:4]([OH:8])[C:5]([I:16])=[N:6][CH:7]=1.